From a dataset of Peptide-MHC class I binding affinity with 185,985 pairs from IEDB/IMGT. Regression. Given a peptide amino acid sequence and an MHC pseudo amino acid sequence, predict their binding affinity value. This is MHC class I binding data. (1) The peptide sequence is LQYGWSYFH. The MHC is Mamu-B6601 with pseudo-sequence Mamu-B6601. The binding affinity (normalized) is 0.735. (2) The peptide sequence is FVRTLFQQM. The MHC is HLA-A01:01 with pseudo-sequence HLA-A01:01. The binding affinity (normalized) is 0.0847. (3) The peptide sequence is FYPEKSTVI. The MHC is HLA-A02:01 with pseudo-sequence HLA-A02:01. The binding affinity (normalized) is 0.0847.